Dataset: Full USPTO retrosynthesis dataset with 1.9M reactions from patents (1976-2016). Task: Predict the reactants needed to synthesize the given product. (1) Given the product [C:18]([N:1]1[C:2]2[C:3](=[C:4]([CH2:5][O:6][C:15](=[O:17])[CH3:16])[CH:7]=[CH:8][CH:9]=2)[CH:10]=[N:23]1)(=[O:21])[CH3:19], predict the reactants needed to synthesize it. The reactants are: [NH2:1][C:2]1[C:3]([CH3:10])=[C:4]([CH:7]=[CH:8][CH:9]=1)[CH2:5][OH:6].C(O[C:15](=[O:17])[CH3:16])(=O)C.[C:18]([O-:21])(=O)[CH3:19].[K+].[N:23](OCCC(C)C)=O.C1OCCOCCOCCOCCOCCOC1. (2) The reactants are: [CH2:1]([O:3][C:4](=[O:23])/[CH:5]=[C:6](/[O:8][C:9]1[CH:14]=[CH:13][CH:12]=[CH:11][C:10]=1[O:15][CH2:16][C:17]1[CH:22]=[CH:21][CH:20]=[CH:19][CH:18]=1)\[CH3:7])[CH3:2].[Br:24]N1C(=O)CCC1=O.C(OOC(=O)C1C=CC=CC=1)(=O)C1C=CC=CC=1. Given the product [CH2:1]([O:3][C:4](=[O:23])/[CH:5]=[C:6](/[O:8][C:9]1[CH:14]=[CH:13][CH:12]=[CH:11][C:10]=1[O:15][CH2:16][C:17]1[CH:18]=[CH:19][CH:20]=[CH:21][CH:22]=1)\[CH2:7][Br:24])[CH3:2], predict the reactants needed to synthesize it. (3) The reactants are: [CH:1]([C:4]1[CH:9]=[CH:8][CH:7]=[C:6]([CH:10]([CH3:12])[CH3:11])[C:5]=1[NH2:13])([CH3:3])[CH3:2].Cl.N([O-])=O.[Na+].[N-:19]=[N+:20]=[N-].[Na+]. Given the product [CH:10]([C:6]1[CH:7]=[CH:8][CH:9]=[C:4]([CH:1]([CH3:3])[CH3:2])[C:5]=1[N:13]=[N+:19]=[N-:20])([CH3:12])[CH3:11], predict the reactants needed to synthesize it. (4) Given the product [C:1]1([C:7]2[C:14]3[C:13]([N:15]4[CH2:20][CH2:19][CH:18]([CH2:21][O:22][CH2:23][CH2:24][N:25]5[CH2:26][CH2:27][CH2:28][CH2:29]5)[CH2:17][CH2:16]4)=[N:12][NH:11][C:10]=3[S:9][CH:8]=2)[CH:2]=[CH:3][CH:4]=[CH:5][CH:6]=1, predict the reactants needed to synthesize it. The reactants are: [C:1]1([C:7]2[C:14]3[C:13]([N:15]4[CH2:20][CH2:19][CH:18]([CH2:21][O:22][CH2:23][CH2:24][N:25]5[CH2:29][CH2:28][CH2:27][CH2:26]5)[CH2:17][CH2:16]4)=[N:12][N:11](S(C4C=CC(C)=CC=4)(=O)=O)[C:10]=3[S:9][CH:8]=2)[CH:6]=[CH:5][CH:4]=[CH:3][CH:2]=1.[OH-].[K+]. (5) Given the product [CH2:1]([O:3][C:4]([C:6]1[N:7]([CH2:28][C:27]2[CH:30]=[CH:31][C:24]([O:23][CH3:22])=[CH:25][CH:26]=2)[C:8]2[C:13]([CH:14]=1)=[CH:12][C:11]([Br:15])=[CH:10][CH:9]=2)=[O:5])[CH3:2], predict the reactants needed to synthesize it. The reactants are: [CH2:1]([O:3][C:4]([C:6]1[NH:7][C:8]2[C:13]([CH:14]=1)=[CH:12][C:11]([Br:15])=[CH:10][CH:9]=2)=[O:5])[CH3:2].C(=O)([O-])[O-].[K+].[K+].[CH3:22][O:23][C:24]1[CH:31]=[CH:30][C:27]([CH2:28]Br)=[CH:26][CH:25]=1. (6) Given the product [NH2:59][C:44]1[CH:45]=[C:46]([S:49]([NH:52][C:53]2[CH:58]=[CH:57][CH:56]=[CH:55][CH:54]=2)(=[O:50])=[O:51])[CH:47]=[CH:48][C:43]=1[N:39]1[CH2:40][CH2:41][CH2:42][N:36]([CH3:35])[CH2:37][CH2:38]1, predict the reactants needed to synthesize it. The reactants are: CN1CCCNCC1.ClC1C=CC(S(NC2C=CC=CC=2)(=O)=O)=CC=1[N+]([O-])=O.C([O-])([O-])=O.[K+].[K+].[CH3:35][N:36]1[CH2:42][CH2:41][CH2:40][N:39]([C:43]2[CH:48]=[CH:47][C:46]([S:49]([NH:52][C:53]3[CH:58]=[CH:57][CH:56]=[CH:55][CH:54]=3)(=[O:51])=[O:50])=[CH:45][C:44]=2[N+:59]([O-])=O)[CH2:38][CH2:37]1.O.NN.Cl.CCOCC. (7) Given the product [C:7]1([C:6]2[S:29][C:17]([SH:18])=[N:16][N:15]=2)[CH:12]=[CH:11][CH:10]=[CH:9][CH:8]=1, predict the reactants needed to synthesize it. The reactants are: P(Cl)(Cl)(Cl)=O.[C:6](O)(=O)[C:7]1[CH:12]=[CH:11][CH:10]=[CH:9][CH:8]=1.[NH2:15][NH:16][C:17](N)=[S:18].N(OC(C)(C)C)=O.NC(N)=[S:29]. (8) Given the product [Cl:27][CH2:26][CH2:25][CH2:24][CH:23]([C:22]1[O:37][C:18](/[CH:17]=[CH:16]/[C:3]2[CH:4]=[C:5]([O:14][CH3:15])[C:6]([N:8]3[CH:12]=[C:11]([CH3:13])[N:10]=[CH:9]3)=[CH:7][C:2]=2[F:1])=[N:20][N:21]=1)[C:28]1[CH:33]=[C:32]([F:34])[C:31]([F:35])=[C:30]([F:36])[CH:29]=1, predict the reactants needed to synthesize it. The reactants are: [F:1][C:2]1[CH:7]=[C:6]([N:8]2[CH:12]=[C:11]([CH3:13])[N:10]=[CH:9]2)[C:5]([O:14][CH3:15])=[CH:4][C:3]=1/[CH:16]=[CH:17]/[C:18]([NH:20][NH:21][C:22](=[O:37])[CH:23]([C:28]1[CH:33]=[C:32]([F:34])[C:31]([F:35])=[C:30]([F:36])[CH:29]=1)[CH2:24][CH2:25][CH2:26][Cl:27])=O.